The task is: Predict which catalyst facilitates the given reaction.. This data is from Catalyst prediction with 721,799 reactions and 888 catalyst types from USPTO. (1) Reactant: [C:1](=O)([OH:3])[O-:2].[Na+:5].[S:6]([O-:10])([O-:9])(=[O:8])=[O:7].[Na+].[Na+].S([O-])([O-])(=O)=O.[NH4+:18].[NH4+].C(=O)(O)[O-].[NH4+]. Product: [S:6]([O-:10])([O-:9])(=[O:8])=[O:7].[Na+:5].[Na+:5].[C:1](=[O:3])=[O:2].[NH3:18]. The catalyst class is: 170. (2) Reactant: [CH:1]([C:4]1[CH:10]=[CH:9][CH:8]=[C:7]([CH:11]([CH3:13])[CH3:12])[C:5]=1[NH2:6])([CH3:3])[CH3:2].C1C(=O)N([Br:21])C(=O)C1.O. Product: [Br:21][C:9]1[CH:10]=[C:4]([CH:1]([CH3:3])[CH3:2])[C:5]([NH2:6])=[C:7]([CH:11]([CH3:13])[CH3:12])[CH:8]=1. The catalyst class is: 9. (3) Reactant: [CH2:1]([C@H:8]([NH:16][C:17]([C:19]1[NH:23][C:22]2[S:24][C:25]([C:27]#[C:28][Si](C)(C)C)=[CH:26][C:21]=2[CH:20]=1)=[O:18])[C:9]([N:11]1[CH2:14][CH:13]([OH:15])[CH2:12]1)=[O:10])[C:2]1[CH:7]=[CH:6][CH:5]=[CH:4][CH:3]=1.[OH-].[K+]. Product: [CH2:1]([C@H:8]([NH:16][C:17]([C:19]1[NH:23][C:22]2[S:24][C:25]([C:27]#[CH:28])=[CH:26][C:21]=2[CH:20]=1)=[O:18])[C:9]([N:11]1[CH2:14][CH:13]([OH:15])[CH2:12]1)=[O:10])[C:2]1[CH:3]=[CH:4][CH:5]=[CH:6][CH:7]=1. The catalyst class is: 5. (4) Reactant: [Br:1][C:2]1[CH:7]=[CH:6][C:5]([SH:8])=[CH:4][C:3]=1[F:9].[H-].[Na+].IC.Cl[CH2:15]Cl. Product: [Br:1][C:2]1[CH:7]=[CH:6][C:5]([S:8][CH3:15])=[CH:4][C:3]=1[F:9]. The catalyst class is: 7. (5) Reactant: [CH3:1][C:2]1[CH:3]=[C:4]([NH2:10])[C:5]([NH2:9])=[CH:6][C:7]=1[CH3:8].[NH2:11][C:12]1[CH:20]=[CH:19][C:15]([C:16](O)=O)=[C:14]([OH:21])[CH:13]=1.O. Product: [NH2:11][C:12]1[CH:20]=[CH:19][C:15]([C:16]2[NH:10][C:4]3[CH:3]=[C:2]([CH3:1])[C:7]([CH3:8])=[CH:6][C:5]=3[N:9]=2)=[C:14]([OH:21])[CH:13]=1. The catalyst class is: 13. (6) Reactant: [F:1][C:2]1[CH:3]=[C:4]([S:11](Cl)(=[O:13])=[O:12])[CH:5]=[CH:6][C:7]=1[N+:8]([O-:10])=[O:9].[OH-].[NH4+:16]. Product: [F:1][C:2]1[CH:3]=[C:4]([S:11]([NH2:16])(=[O:13])=[O:12])[CH:5]=[CH:6][C:7]=1[N+:8]([O-:10])=[O:9]. The catalyst class is: 10. (7) The catalyst class is: 7. Reactant: CC(C)([O-])C.[K+].[CH2:7]([O:9][C:10](=[O:31])[CH2:11][CH2:12][CH2:13][CH2:14][CH2:15][CH:16]([C:24]([O:26][C:27]([CH3:30])([CH3:29])[CH3:28])=[O:25])[C:17]([O:19][C:20]([CH3:23])([CH3:22])[CH3:21])=[O:18])[CH3:8].Cl[C:33]1[S:37][N:36]=[C:35]([CH3:38])[N:34]=1. Product: [CH2:7]([O:9][C:10](=[O:31])[CH2:11][CH2:12][CH2:13][CH2:14][CH2:15][C:16]([C:24]([O:26][C:27]([CH3:30])([CH3:29])[CH3:28])=[O:25])([C:33]1[S:37][N:36]=[C:35]([CH3:38])[N:34]=1)[C:17]([O:19][C:20]([CH3:21])([CH3:22])[CH3:23])=[O:18])[CH3:8].